From a dataset of Full USPTO retrosynthesis dataset with 1.9M reactions from patents (1976-2016). Predict the reactants needed to synthesize the given product. (1) The reactants are: Br[C:2]1[N:7]=[N:6][C:5]([NH2:8])=[N:4][C:3]=1[C:9]1[CH:14]=[CH:13][CH:12]=[CH:11][CH:10]=1.[Cl:15][C:16]1[CH:17]=[C:18](B(O)O)[CH:19]=[C:20]([Cl:22])[CH:21]=1. Given the product [Cl:15][C:16]1[CH:17]=[C:18]([C:2]2[N:7]=[N:6][C:5]([NH2:8])=[N:4][C:3]=2[C:9]2[CH:14]=[CH:13][CH:12]=[CH:11][CH:10]=2)[CH:19]=[C:20]([Cl:22])[CH:21]=1, predict the reactants needed to synthesize it. (2) Given the product [Cl:1][C:2]1[CH:3]=[CH:4][C:5]([O:20][C:28]2[CH:27]=[CH:26][C:25]([S:30]([NH:33][C:34]3[S:35][CH:36]=[CH:37][N:38]=3)(=[O:31])=[O:32])=[CH:24][C:23]=2[C:21]#[N:22])=[C:6]([C:8]2[CH:12]=[N:11][NH:10][CH:9]=2)[CH:7]=1, predict the reactants needed to synthesize it. The reactants are: [Cl:1][C:2]1[CH:3]=[CH:4][C:5]([OH:20])=[C:6]([C:8]2[CH:9]=[N:10][N:11](C(OC(C)(C)C)=O)[CH:12]=2)[CH:7]=1.[C:21]([C:23]1[CH:24]=[C:25]([S:30]([NH:33][C:34]2[S:35][CH:36]=[CH:37][N:38]=2)(=[O:32])=[O:31])[CH:26]=[CH:27][C:28]=1F)#[N:22].C(=O)([O-])[O-].[K+].[K+].Cl. (3) Given the product [Cl:7][C:5]1[N:6]=[C:2]([N:21]2[CH2:27][CH2:26][CH2:25][NH:24][C:23](=[O:28])[CH2:22]2)[S:3][CH:4]=1, predict the reactants needed to synthesize it. The reactants are: Cl[C:2]1[S:3][CH:4]=[C:5]([Cl:7])[N:6]=1.NC1C=C(C2SC([N:21]3[CH2:27][CH2:26][CH2:25][NH:24][C:23](=[O:28])[CH2:22]3)=NC=2)C=C(C)C=1.[O-]P([O-])([O-])=O.[K+].[K+].[K+].CS(C)=O. (4) Given the product [CH3:1][S:2]([N:5]1[CH2:10][CH2:9][CH2:8][C@H:7]([NH:11][C:12]2[C:17]([C:18]3[N:19]=[C:20]4[CH:26]=[CH:25][NH:24][C:21]4=[N:22][CH:23]=3)=[CH:16][N:15]=[C:14]([NH2:40])[N:13]=2)[CH2:6]1)(=[O:3])=[O:4], predict the reactants needed to synthesize it. The reactants are: [CH3:1][S:2]([N:5]1[CH2:10][CH2:9][CH2:8][C@H:7]([NH:11][C:12]2[C:17]([C:18]3[N:19]=[C:20]4[CH:26]=[CH:25][N:24](COCC[Si](C)(C)C)[C:21]4=[N:22][CH:23]=3)=[CH:16][N:15]=[C:14](S(C)(=O)=O)[N:13]=2)[CH2:6]1)(=[O:4])=[O:3].[OH-].[NH4+:40]. (5) Given the product [CH:10]1([CH:13]2[C:8]3[C:3](=[CH:4][CH:5]=[CH:6][CH:7]=3)[CH2:2][CH2:1][NH:9]2)[CH2:12][CH2:11]1, predict the reactants needed to synthesize it. The reactants are: [CH2:1]([NH2:9])[CH2:2][C:3]1[CH:8]=[CH:7][CH:6]=[CH:5][CH:4]=1.[CH:10]1([C:13](Cl)=O)[CH2:12][CH2:11]1.